This data is from Catalyst prediction with 721,799 reactions and 888 catalyst types from USPTO. The task is: Predict which catalyst facilitates the given reaction. (1) Reactant: [Cl:1][C:2]1[C:3]([F:22])=[C:4]([NH:8][C:9]2[C:18]3[C:13](=[CH:14][C:15]([OH:21])=[C:16]([O:19][CH3:20])[CH:17]=3)[N:12]=[CH:11][N:10]=2)[CH:5]=[CH:6][CH:7]=1.[F-].[Cs+].CS(O[CH:30]1[CH2:35][CH2:34][N:33]([C:36]([O:38][C:39]([CH3:42])([CH3:41])[CH3:40])=[O:37])[CH2:32][CH2:31]1)(=O)=O. Product: [Cl:1][C:2]1[C:3]([F:22])=[C:4]([NH:8][C:9]2[C:18]3[C:13](=[CH:14][C:15]([O:21][CH:30]4[CH2:35][CH2:34][N:33]([C:36]([O:38][C:39]([CH3:42])([CH3:41])[CH3:40])=[O:37])[CH2:32][CH2:31]4)=[C:16]([O:19][CH3:20])[CH:17]=3)[N:12]=[CH:11][N:10]=2)[CH:5]=[CH:6][CH:7]=1. The catalyst class is: 44. (2) Reactant: C([O:5][C:6](=O)[CH2:7][O:8][C@H:9]1[CH2:32][O:31][C:12]2=[CH:13][CH:14]=[C:15]3[C:19]([N:18]([CH2:20][C@H:21]([O:23][Si:24]([C:27]([CH3:30])([CH3:29])[CH3:28])([CH3:26])[CH3:25])[CH3:22])[N:17]=[CH:16]3)=[C:11]2[CH2:10]1)(C)(C)C.[H-].[Al+3].[Li+].[H-].[H-].[H-].C(=O)(O)[O-].[Na+]. Product: [C:27]([Si:24]([CH3:26])([CH3:25])[O:23][C@H:21]([CH3:22])[CH2:20][N:18]1[C:19]2[C:15](=[CH:14][CH:13]=[C:12]3[O:31][CH2:32][C@H:9]([O:8][CH2:7][CH2:6][OH:5])[CH2:10][C:11]3=2)[CH:16]=[N:17]1)([CH3:29])([CH3:30])[CH3:28]. The catalyst class is: 1. (3) Reactant: [OH-].[Na+].C([O:5][C:6]([C:8]1[CH:12]=[C:11]([CH2:13][CH2:14][CH2:15][CH:16]([CH3:18])[CH3:17])[NH:10][N:9]=1)=[O:7])C. Product: [CH3:17][CH:16]([CH3:18])[CH2:15][CH2:14][CH2:13][C:11]1[NH:10][N:9]=[C:8]([C:6]([OH:7])=[O:5])[CH:12]=1. The catalyst class is: 5. (4) The catalyst class is: 10. Reactant: F[C:2]1[CH:7]=[CH:6][C:5]([F:8])=[CH:4][C:3]=1[N+:9]([O-:11])=[O:10].N1C=CC=CC=1.[NH2:18][NH2:19].[C:20](Cl)(=[O:22])[CH3:21]. Product: [C:20]([NH:18][NH:19][C:2]1[CH:7]=[CH:6][C:5]([F:8])=[CH:4][C:3]=1[N+:9]([O-:11])=[O:10])(=[O:22])[CH3:21]. (5) Reactant: B(Cl)(Cl)Cl.[NH2:5][C:6]1[CH:11]=[CH:10][N:9]([CH:12]2[C@@H:16]([F:17])[C@H:15]([O:18]CC3C=CC(Cl)=CC=3)[C@@H:14]([CH2:27][O:28]CC3C=CC(Cl)=CC=3)[S:13]2)[C:8](=[O:37])[N:7]=1.CO. Product: [NH2:5][C:6]1[CH:11]=[CH:10][N:9]([CH:12]2[S:13][C@H:14]([CH2:27][OH:28])[C@@H:15]([OH:18])[C@@H:16]2[F:17])[C:8](=[O:37])[N:7]=1. The catalyst class is: 2. (6) Reactant: [CH2:1]([C:4]1[S:28][C:7]2[N:8]=[C:9]([C:25](O)=[O:26])[N:10]=[C:11]([N:12]3[CH2:17][CH2:16][N:15]4[C:18]([C:21]([F:24])([F:23])[F:22])=[N:19][N:20]=[C:14]4[CH2:13]3)[C:6]=2[CH:5]=1)[CH2:2][CH3:3].[NH:29]1[CH2:33][CH2:32][CH:31]([OH:34])[CH2:30]1.CN(C(ON1N=NC2C=CC=NC1=2)=[N+](C)C)C.F[P-](F)(F)(F)(F)F.C(N(CC)CC)C. Product: [OH:34][CH:31]1[CH2:32][CH2:33][N:29]([C:25]([C:9]2[N:10]=[C:11]([N:12]3[CH2:17][CH2:16][N:15]4[C:18]([C:21]([F:24])([F:23])[F:22])=[N:19][N:20]=[C:14]4[CH2:13]3)[C:6]3[CH:5]=[C:4]([CH2:1][CH2:2][CH3:3])[S:28][C:7]=3[N:8]=2)=[O:26])[CH2:30]1. The catalyst class is: 9. (7) Reactant: [CH2:1]([O:3][C:4]([C:6]1[C:15](=[O:16])[C:14]2[C:9](=[N:10][C:11]([N:18]3[CH2:22][CH:21]([OH:23])[CH:20]([NH2:24])[CH2:19]3)=[C:12]([F:17])[CH:13]=2)[N:8]([CH2:25][CH2:26][C:27]#[N:28])[CH:7]=1)=[O:5])[CH3:2].[CH:29](=O)[C:30]1[CH:35]=[CH:34][CH:33]=[CH:32][CH:31]=1.C(O[BH-](OC(=O)C)OC(=O)C)(=O)C.[Na+]. Product: [CH2:1]([O:3][C:4]([C:6]1[C:15](=[O:16])[C:14]2[C:9](=[N:10][C:11]([N:18]3[CH2:22][CH:21]([OH:23])[CH:20]([NH:24][CH2:29][C:30]4[CH:35]=[CH:34][CH:33]=[CH:32][CH:31]=4)[CH2:19]3)=[C:12]([F:17])[CH:13]=2)[N:8]([CH2:25][CH2:26][C:27]#[N:28])[CH:7]=1)=[O:5])[CH3:2]. The catalyst class is: 130. (8) Reactant: Br[C:2]1[C:3]([O:9][CH3:10])=[C:4]([CH:6]=[CH:7][CH:8]=1)[NH2:5].[CH2:11]([O:13][CH:14]([N:16]1[CH:20]=[C:19](B2OC(C)(C)C(C)(C)O2)[CH:18]=[N:17]1)[CH3:15])[CH3:12].P([O-])([O-])([O-])=O.[K+].[K+].[K+]. Product: [CH2:11]([O:13][CH:14]([N:16]1[CH:20]=[C:19]([C:2]2[C:3]([O:9][CH3:10])=[C:4]([CH:6]=[CH:7][CH:8]=2)[NH2:5])[CH:18]=[N:17]1)[CH3:15])[CH3:12]. The catalyst class is: 800. (9) Reactant: [Br:1][C:2]1[CH:20]=[CH:19][C:5]([O:6][C@H:7]2[CH2:11][CH2:10][CH2:9][C@H:8]2[NH:12][S:13]([CH:16]([CH3:18])[CH3:17])(=[O:15])=[O:14])=[CH:4][CH:3]=1.C(=O)=O. Product: [Br:1][C:2]1[CH:3]=[CH:4][C:5]([O:6][C@@H:7]2[CH2:11][CH2:10][CH2:9][C@@H:8]2[NH:12][S:13]([CH:16]([CH3:18])[CH3:17])(=[O:15])=[O:14])=[CH:19][CH:20]=1.[CH3:17][CH:16]([S:13]([NH2:12])(=[O:15])=[O:14])[CH3:18]. The catalyst class is: 5.